Dataset: Reaction yield outcomes from USPTO patents with 853,638 reactions. Task: Predict the reaction yield, written as a fraction of the theoretical maximum amount of product (1.0 means a 100% yield; for example, 0.34 means a 34% yield). (1) The reactants are Cl.C([N:15]1[CH2:18][CH:17]([OH:19])[CH2:16]1)(C1C=CC=CC=1)C1C=CC=CC=1.C(=O)([O-])[O-].[Na+].[Na+].[C:34](O[C:34]([O:36][C:37]([CH3:40])([CH3:39])[CH3:38])=[O:35])([O:36][C:37]([CH3:40])([CH3:39])[CH3:38])=[O:35].[H][H]. The catalyst is [Pd].ClCCl. The product is [OH:19][CH:17]1[CH2:18][N:15]([C:34]([O:36][C:37]([CH3:38])([CH3:39])[CH3:40])=[O:35])[CH2:16]1. The yield is 0.908. (2) The reactants are Cl.[CH2:2]([O:4][C:5](=[O:12])[CH2:6][NH:7][C:8](=[O:11])[CH2:9][NH2:10])[CH3:3].C(N(CC)CC)C.O.O.[C:22]([O:26][C:27]([NH:29][C@H:30]([C:38](O)=[O:39])[CH2:31][CH:32]1[CH2:37][CH2:36][CH2:35][CH2:34][CH2:33]1)=[O:28])([CH3:25])([CH3:24])[CH3:23].O.ON1C2C=CC=CC=2N=N1.Cl.CN(CCCCN=C=NCC)C. The catalyst is O1CCCC1. The product is [CH2:2]([O:4][C:5](=[O:12])[CH2:6][NH:7][C:8](=[O:11])[CH2:9][NH:10][C:38](=[O:39])[C@H:30]([CH2:31][CH:32]1[CH2:37][CH2:36][CH2:35][CH2:34][CH2:33]1)[NH:29][C:27]([O:26][C:22]([CH3:25])([CH3:23])[CH3:24])=[O:28])[CH3:3]. The yield is 0.910. (3) The reactants are [Cl:1][C:2]1[CH:7]=[C:6]([C:8]([C:10]2[C:11]([C:16]#[N:17])=[N:12][CH:13]=[CH:14][CH:15]=2)=O)[CH:5]=[CH:4][N:3]=1.[CH3:18][C:19]([S:22]([NH2:24])=[O:23])([CH3:21])[CH3:20].CO.C([O-])([O-])=O.[Na+].[Na+]. The catalyst is C1COCC1. The product is [Cl:1][C:2]1[CH:7]=[C:6]([C:8]([C:10]2[C:11]([C:16]#[N:17])=[N:12][CH:13]=[CH:14][CH:15]=2)=[N:24][S:22]([C:19]([CH3:21])([CH3:20])[CH3:18])=[O:23])[CH:5]=[CH:4][N:3]=1. The yield is 0.380. (4) The yield is 0.390. No catalyst specified. The product is [C:17]([O:21][C:22]([N:24]1[C:33]2[C:28](=[CH:29][CH:30]=[C:31]([CH2:34][CH2:35][O:36][C:37]3[CH:38]=[C:39]4[C:43](=[CH:44][CH:45]=3)[N:42]([C:6]([C:7]3[CH:15]=[CH:14][C:10]5[O:11][CH2:12][O:13][C:9]=5[CH:8]=3)=[CH:5][C:4]([O:3][CH2:1][CH3:2])=[O:16])[CH:41]=[CH:40]4)[N:32]=2)[CH2:27][CH2:26][CH2:25]1)=[O:23])([CH3:20])([CH3:18])[CH3:19]. The reactants are [CH2:1]([O:3][C:4](=[O:16])[C:5]#[C:6][C:7]1[CH:15]=[CH:14][C:10]2[O:11][CH2:12][O:13][C:9]=2[CH:8]=1)[CH3:2].[C:17]([O:21][C:22]([N:24]1[C:33]2[C:28](=[CH:29][CH:30]=[C:31]([CH2:34][CH2:35][O:36][C:37]3[CH:38]=[C:39]4[C:43](=[CH:44][CH:45]=3)[NH:42][CH:41]=[CH:40]4)[N:32]=2)[CH2:27][CH2:26][CH2:25]1)=[O:23])([CH3:20])([CH3:19])[CH3:18]. (5) The reactants are C(NC(C)C)(C)C.C([Li])CCC.[CH3:13][C@@H:14]1[C@H:18]([C:19]2[CH:24]=[CH:23][CH:22]=[CH:21][CH:20]=2)[O:17][C:16](=[O:25])[N:15]1[C:26](=[O:35])[CH2:27][CH2:28][C@H:29]([CH3:34])[CH2:30][CH2:31][CH2:32][CH3:33].Br[CH2:37][C:38]([O:40][C:41]([CH3:44])([CH3:43])[CH3:42])=[O:39]. The catalyst is C1COCC1. The product is [C:41]([O:40][C:38](=[O:39])[CH2:37][C@@H:27]([C:26]([N:15]1[C@H:14]([CH3:13])[C@H:18]([C:19]2[CH:24]=[CH:23][CH:22]=[CH:21][CH:20]=2)[O:17][C:16]1=[O:25])=[O:35])[CH2:28][C@H:29]([CH3:34])[CH2:30][CH2:31][CH2:32][CH3:33])([CH3:44])([CH3:43])[CH3:42]. The yield is 0.610.